This data is from Reaction yield outcomes from USPTO patents with 853,638 reactions. The task is: Predict the reaction yield, written as a fraction of the theoretical maximum amount of product (1.0 means a 100% yield; for example, 0.34 means a 34% yield). (1) The catalyst is CN(C=O)C. The product is [Cl:1][C:2]1[CH:3]=[C:4]([CH:24]([CH2:32][CH:33]([CH3:35])[CH3:34])[C:25]([O:27][CH2:28][CH3:29])=[O:26])[CH:5]=[C:6]([C:14]2[CH:15]=[CH:16][C:17]([C:20]([F:21])([F:22])[F:23])=[CH:18][CH:19]=2)[C:7]=1[O:8][CH2:9][C:10]([F:13])([F:12])[F:11]. The reactants are [Cl:1][C:2]1[CH:3]=[C:4]([CH2:24][C:25]([O:27][CH2:28][CH3:29])=[O:26])[CH:5]=[C:6]([C:14]2[CH:19]=[CH:18][C:17]([C:20]([F:23])([F:22])[F:21])=[CH:16][CH:15]=2)[C:7]=1[O:8][CH2:9][C:10]([F:13])([F:12])[F:11].[H-].[Na+].[CH2:32](Br)[CH:33]([CH3:35])[CH3:34].[NH4+].[Cl-]. The yield is 0.590. (2) The reactants are [BH4-].[Na+].[Cl:3][C:4]1[CH:5]=[N:6][C:7]2[C:12]([C:13]=1[CH2:14][CH:15]=[O:16])=[CH:11][C:10]([O:17][CH3:18])=[CH:9][CH:8]=2.CC(C)=O.ClCCl. The catalyst is C(O)C.CO. The product is [Cl:3][C:4]1[CH:5]=[N:6][C:7]2[C:12]([C:13]=1[CH2:14][CH2:15][OH:16])=[CH:11][C:10]([O:17][CH3:18])=[CH:9][CH:8]=2. The yield is 0.990. (3) The reactants are [Cl:1][C:2]1[N:6]2[CH:7]=[C:8]([C:15]([CH3:17])=[CH2:16])[CH:9]=[C:10]([C:11]([F:14])([F:13])[F:12])[C:5]2=[N:4][C:3]=1[C:18]([N:20]1[CH2:25][CH2:24][CH:23]([N:26]2[CH2:30][CH2:29][O:28][C:27]2=[O:31])[CH2:22][CH2:21]1)=[O:19].C1(SC2C=CC=CC=2)C=CC=CC=1. The catalyst is [Pd].CO. The product is [CH3:17][CH:15]([C:8]1[CH:9]=[C:10]([C:11]([F:13])([F:14])[F:12])[C:5]2[N:6]([CH:2]=[C:3]([C:18]([N:20]3[CH2:25][CH2:24][CH:23]([N:26]4[CH2:30][CH2:29][O:28][C:27]4=[O:31])[CH2:22][CH2:21]3)=[O:19])[N:4]=2)[CH:7]=1)[CH3:16].[Cl:1][C:2]1[N:6]2[CH:7]=[C:8]([CH:15]([CH3:17])[CH3:16])[CH:9]=[C:10]([C:11]([F:14])([F:13])[F:12])[C:5]2=[N:4][C:3]=1[C:18]([N:20]1[CH2:25][CH2:24][CH:23]([N:26]2[CH2:30][CH2:29][O:28][C:27]2=[O:31])[CH2:22][CH2:21]1)=[O:19]. The yield is 0.209. (4) The reactants are FC(F)(F)C1C=CC(CBr)=CC=1.Br[CH2:14][C:15]1[O:16][C:17]([C:20]([F:23])([F:22])[F:21])=[CH:18][CH:19]=1.[CH3:24][C:25]1[N:26]=[C:27]([N:35]2[C:39](=[O:40])[NH:38][N:37]=[CH:36]2)[S:28][C:29]=1[C:30]([O:32][CH2:33][CH3:34])=[O:31]. No catalyst specified. The product is [CH3:24][C:25]1[N:26]=[C:27]([N:35]2[C:39](=[O:40])[N:38]([CH2:14][C:15]3[O:16][C:17]([C:20]([F:23])([F:22])[F:21])=[CH:18][CH:19]=3)[N:37]=[CH:36]2)[S:28][C:29]=1[C:30]([O:32][CH2:33][CH3:34])=[O:31]. The yield is 0.560. (5) The reactants are O1[CH:5]=[CH:4][CH:3]=[CH:2]1.[C:6]12[CH2:12][C:9](=[CH:10][CH:11]=1)[C:8]1C=CC=C[C:7]2=1. No catalyst specified. The product is [CH:2]1[C:3]2[C:4](=[CH:5][C:8]3[C:9]([CH:2]=2)=[CH:10][C:11]2[C:6](=[CH:12][C:11]4[C:6]([CH:12]=2)=[CH:7][CH:8]=[CH:9][CH:10]=4)[CH:7]=3)[CH:5]=[CH:4][CH:3]=1. The yield is 0.400.